This data is from Full USPTO retrosynthesis dataset with 1.9M reactions from patents (1976-2016). The task is: Predict the reactants needed to synthesize the given product. Given the product [C:32]([C:29]1[CH:28]=[CH:27][C:26]([CH2:25][N:19]2[C:20](=[O:24])[N:21]([CH2:22][CH3:23])[C:17]([CH2:16][CH2:15][CH2:14][C:11]3[CH:10]=[CH:9][C:8]([C:5]4[N:6]=[CH:7][C:2]([NH:1][S:37]([CH3:36])(=[O:39])=[O:38])=[CH:3][CH:4]=4)=[CH:13][CH:12]=3)=[N:18]2)=[CH:31][CH:30]=1)([CH3:34])([CH3:33])[CH3:35], predict the reactants needed to synthesize it. The reactants are: [NH2:1][C:2]1[CH:3]=[CH:4][C:5]([C:8]2[CH:13]=[CH:12][C:11]([CH2:14][CH2:15][CH2:16][C:17]3[N:21]([CH2:22][CH3:23])[C:20](=[O:24])[N:19]([CH2:25][C:26]4[CH:31]=[CH:30][C:29]([C:32]([CH3:35])([CH3:34])[CH3:33])=[CH:28][CH:27]=4)[N:18]=3)=[CH:10][CH:9]=2)=[N:6][CH:7]=1.[CH3:36][S:37](Cl)(=[O:39])=[O:38].N1(C2CCCCCCCCCC2)CCCN=CCCCCC1.